This data is from Experimentally validated miRNA-target interactions with 360,000+ pairs, plus equal number of negative samples. The task is: Binary Classification. Given a miRNA mature sequence and a target amino acid sequence, predict their likelihood of interaction. (1) The miRNA is hsa-miR-6513-5p with sequence UUUGGGAUUGACGCCACAUGUCU. The protein sequence of the target gene is MRRSLAPSQLAKRKPEGRSCDDEDWQPGLVTPRKRKSSSETQIQECFLSPFRKPLSQLTNQPPCLDSSQHEAFIRSILSKPFKVPIPNYQGPLGSRALGLKRAGVRRALHDPLEKDALVLYEPPPLSAHDQLKLDKEKLPVHVVVDPILSKVLRPHQREGVKFLWECVTSRRIPGSHGCIMADEMGLGKTLQCITLMWTLLRQSPECKPEIDKAVVVSPSSLVKNWYNEVGKWLGGRIQPLAIDGGSKDEIDQKLEGFMNQRGARVSSPILIISYETFRLHVGVLQKGSVGLVICDEGHR.... Result: 0 (no interaction). (2) The miRNA is hsa-miR-16-5p with sequence UAGCAGCACGUAAAUAUUGGCG. The protein sequence of the target gene is MAEVRKFTKRLSKPGTAAELRQSVSEAVRGSVVLEKAKVVEPLDYENVIAQRKTQIYSDPLRDLLMFPMEDISISVIGRQRRTVQSTVPEDAEKRAQSLFVKECIKTYSTDWHVVNYKYEDFSGDFRMLPCKSLRPEKIPNHVFEIDEDCEKDEDSSSLCSQKGGVIKQGWLHKANVNSTITVTMKVFKRRYFYLTQLPDGSYILNSYKDEKNSKESKGCIYLDACIDVVQCPKMRRHAFELKMLDKYSHYLAAETEQEMEEWLITLKKIIQINTDSLVQEKKETVETAQDDETSSQGKA.... Result: 1 (interaction). (3) The miRNA is hsa-miR-3929 with sequence GAGGCUGAUGUGAGUAGACCACU. The protein sequence of the target gene is MAAVDSDVESLPRGGFRCCLCHVTTANRPSLDAHLGGRKHRHLVELRAARKAQGLRSVFVSGFPRDVDSAQLSEYFLAFGPVASVVMDKDKGVFAIVEMGDVGAREAVLSQSQHSLGGHRLRVRPREQKEFQSPASKSPKGAAPDSHQLAKALAEAADVGAQMIKLVGLRELSEAERQLRSLVVALMQEVFTEFFPGCVVHPFGSSINSFDVHGCDLDLFLDLGDLEEPQPVPKAPESPSLDSALASPLDPQALACTPASPPDSQPPASPQDSEALDFETPSSSLAPQTPDSALASETLA.... Result: 0 (no interaction). (4) The miRNA is hsa-miR-6762-5p with sequence CGGGGCCAUGGAGCAGCCUGUGU. The protein sequence of the target gene is MKSRFSTIDLRAVLAELNASLLGMRVNNVYDVDNKTYLIRLQKPDFKATLLLESGIRIHTTEFEWPKNMMPSSFAMKCRKHLKSRRLVSAKQLGVDRIVDFQFGSDEAAYHLIIELYDRGNIVLTDYEYVILNILRFRTDEADDVKFAVRERYPLDHARAAEPLLTLERLTEIVASAPKGELLKRVLNPLLPYGPALIEHCLLENGFSGNVKVDEKLETKDIEKVLVSLQKAEDYMKTTSNFSGKGYIIQKREIKPSLEADKPVEDILTYEEFHPFLFSQHSQCPYIEFESFDKAVDEFY.... Result: 0 (no interaction). (5) The miRNA is mmu-miR-26a-5p with sequence UUCAAGUAAUCCAGGAUAGGCU. The protein sequence of the target gene is MGNRGMEDLIPLVNRLQDAFSAIGQNADLDLPQIAVVGGQSAGKSSVLENFVGRDFLPRGSGIVTRRPLVLQLVNSTTEYAEFLHCKGKKFTDFEEVRLEIEAETDRVTGTNKGISPVPINLRVYSPHVLNLTLVDLPGMTKVPVGDQPPDIEFQIRDMLMQFVTKENCLILAVSPANSDLANSDALKIAKEVDPQGQRTIGVITKLDLMDEGTDARDVLENKLLPLRRGYIGVVNRSQKDIDGKKDITAALAAERKFFLSHPSYRHLADRMGTPYLQKVLNQQLTNHIRDTLPGLRNKL.... Result: 1 (interaction). (6) The miRNA is hsa-miR-7155-5p with sequence UCUGGGGUCUUGGGCCAUC. The protein sequence of the target gene is MAPLRALLSYLLPLHCALCAAAGSRTPELHLSGKLSDYGVTVPCSTDFRGRFLSHVVSGPAAASAGSMVVDTPPTLPRHSSHLRVARSPLHPGGTLWPGRVGRHSLYFNVTVFGKELHLRLRPNRRLVVPGSSVEWQEDFRELFRQPLRQECVYTGGVTGMPGAAVAISNCDGLAGLIRTDSTDFFIEPLERGQQEKEASGRTHVVYRREAVQQEWAEPDGDLHNEAFGLGDLPNLLGLVGDQLGDTERKRRHAKPGSYSIEVLLVVDDSVVRFHGKEHVQNYVLTLMNIVDEIYHDESL.... Result: 1 (interaction). (7) The miRNA is mmu-miR-1961 with sequence UGAGGUAGUAGUUAGAA. The protein sequence of the target gene is MPFHHVTAGLLYKGNYLNRSLSAGSDSEQLANISVEELDEIREAFRVLDRDGNGFISKQELGMAMRSLGYMPSEVELAIIMQRLDMDGDGQVDFDEFMTILGPKLVSSEGRDGFLGNTIDSIFWQFDMQRVTLEELKHILYHAFRDHLTMKDIENIIINEEESLNETSGNCQTEFEGVHSQKQNRQTCVRKSLICAFAMAFIISVMLIAANQILRSGME. Result: 0 (no interaction).